From a dataset of Forward reaction prediction with 1.9M reactions from USPTO patents (1976-2016). Predict the product of the given reaction. (1) Given the reactants C1C=CC(C(OS(OC(C(F)(F)F)(C(F)(F)F)C2C=CC=CC=2)(C2C=CC=CC=2)C2C=CC=CC=2)(C(F)(F)F)C(F)(F)F)=CC=1.[CH2:46]([O:48][C:49](=[O:74])[C:50]([F:73])([F:72])[C:51]1(O)[C:60]2[C:55](=[CH:56][C:57]([O:61][CH2:62][C:63]3[CH:68]=[CH:67][C:66]([O:69][CH3:70])=[CH:65][CH:64]=3)=[CH:58][CH:59]=2)[CH2:54][CH2:53][CH2:52]1)[CH3:47], predict the reaction product. The product is: [CH2:46]([O:48][C:49](=[O:74])[C:50]([F:73])([F:72])[C:51]1[C:60]2[C:55](=[CH:56][C:57]([O:61][CH2:62][C:63]3[CH:68]=[CH:67][C:66]([O:69][CH3:70])=[CH:65][CH:64]=3)=[CH:58][CH:59]=2)[CH2:54][CH2:53][CH:52]=1)[CH3:47]. (2) Given the reactants C([O:4][CH2:5][C:6]([N:8]1[CH2:17][CH2:16][C:15]2[C:10](=[CH:11][CH:12]=[C:13](Br)[CH:14]=2)[CH2:9]1)=[O:7])(=O)C.[Si]([O:26][CH2:27][CH2:28][C:29]1[CH:34]=[CH:33][C:32](B(O)O)=[CH:31][CH:30]=1)(C(C)(C)C)(C)C.C([O-])(O)=O.[Na+].C1C=CC=CC=1, predict the reaction product. The product is: [OH:4][CH2:5][C:6]([N:8]1[CH2:17][CH2:16][C:15]2[C:10](=[CH:11][CH:12]=[C:13]([C:32]3[CH:33]=[CH:34][C:29]([CH2:28][CH2:27][OH:26])=[CH:30][CH:31]=3)[CH:14]=2)[CH2:9]1)=[O:7].